From a dataset of Forward reaction prediction with 1.9M reactions from USPTO patents (1976-2016). Predict the product of the given reaction. Given the reactants [NH:1]1[CH:5]=[C:4]([B:6]2[O:14][C:11]([CH3:13])([CH3:12])[C:8]([CH3:10])(C)[O:7]2)[CH:3]=[N:2]1.C([O-])([O-])=O.[Cs+].[Cs+].Br[CH2:22][C:23](=[O:26])[CH2:24][CH3:25], predict the reaction product. The product is: [CH3:13][C:11]1([CH3:12])[CH:8]([CH3:10])[O:7][B:6]([C:4]2[CH:5]=[N:1][N:2]([CH2:22][C:23](=[O:26])[CH2:24][CH3:25])[CH:3]=2)[O:14]1.